From a dataset of Full USPTO retrosynthesis dataset with 1.9M reactions from patents (1976-2016). Predict the reactants needed to synthesize the given product. (1) Given the product [Cl:1][C:2]1[CH:11]=[C:6]2[C:5](=[CH:4][CH:3]=1)[NH:12][C:13](=[O:34])[CH:14]=[C:7]2[O:9][CH3:10], predict the reactants needed to synthesize it. The reactants are: [Cl:1][C:2]1[CH:3]=[CH:4][C:5]([NH:12][C:13](=[O:34])[CH:14]=P(C2C=CC=CC=2)(C2C=CC=CC=2)C2C=CC=CC=2)=[C:6]([CH:11]=1)[C:7]([O:9][CH3:10])=O. (2) Given the product [CH:8]([O:12][C:2]1[C:11]2[C:6](=[C:7]([CH3:14])[C:8]([O:12][CH3:13])=[CH:9][CH:10]=2)[CH:5]=[C:4]([NH:15][C:16]2[CH:20]=[C:19]([CH3:21])[NH:18][N:17]=2)[N:3]=1)([CH3:9])[CH3:7], predict the reactants needed to synthesize it. The reactants are: Cl[C:2]1[C:11]2[C:6](=[C:7]([CH3:14])[C:8]([O:12][CH3:13])=[CH:9][CH:10]=2)[CH:5]=[C:4]([NH:15][C:16]2[CH:20]=[C:19]([CH3:21])[NH:18][N:17]=2)[N:3]=1. (3) Given the product [Br:21][CH:2]([C:5]1[N:10]=[CH:9][C:8]([C:11]2[CH:19]=[CH:18][C:14]([C:15]([NH2:17])=[O:16])=[CH:13][CH:12]=2)=[CH:7][CH:6]=1)[CH2:3][CH3:4], predict the reactants needed to synthesize it. The reactants are: O[CH:2]([C:5]1[N:10]=[CH:9][C:8]([C:11]2[CH:19]=[CH:18][C:14]([C:15]([NH2:17])=[O:16])=[CH:13][CH:12]=2)=[CH:7][CH:6]=1)[CH2:3][CH3:4].P(Br)(Br)[Br:21]. (4) Given the product [NH2:8][C@@H:9]1[C@H:14]([NH:15][C:16]2[N:21]=[C:20]([C:22]3[S:26][N:25]=[CH:24][CH:23]=3)[C:19]3[C:27](=[O:37])[NH:28][CH2:29][C:18]=3[C:17]=2[F:38])[CH2:13][CH2:12][O:11][CH2:10]1, predict the reactants needed to synthesize it. The reactants are: C(OC([NH:8][C@@H:9]1[C@H:14]([NH:15][C:16]2[N:21]=[C:20]([C:22]3[S:26][N:25]=[CH:24][CH:23]=3)[C:19]3[C:27](=[O:37])[N:28](C(OC(C)(C)C)=O)[CH2:29][C:18]=3[C:17]=2[F:38])[CH2:13][CH2:12][O:11][CH2:10]1)=O)(C)(C)C.Cl.O1CCOCC1.CCO. (5) Given the product [CH2:26]([O:14][C:11]1[N:12]=[C:13]2[C:5]([C:3](=[O:4])[C:2]([CH3:1])([CH3:23])[CH3:24])=[CH:6][NH:7][C:8]2=[N:9][CH:10]=1)[CH3:27], predict the reactants needed to synthesize it. The reactants are: [CH3:1][C:2]([CH3:24])([CH3:23])[C:3]([C:5]1[C:13]2[NH:12][C:11](=[O:14])[CH:10]=[N:9][C:8]=2[N:7](COCC[Si](C)(C)C)[CH:6]=1)=[O:4].I[CH2:26][CH3:27].C(=O)([O-])[O-].[K+].[K+].